This data is from Reaction yield outcomes from USPTO patents with 853,638 reactions. The task is: Predict the reaction yield, written as a fraction of the theoretical maximum amount of product (1.0 means a 100% yield; for example, 0.34 means a 34% yield). (1) The catalyst is C1(C)C=CC=CC=1.C1C=CC(/C=C/C(/C=C/C2C=CC=CC=2)=O)=CC=1.C1C=CC(/C=C/C(/C=C/C2C=CC=CC=2)=O)=CC=1.C1C=CC(/C=C/C(/C=C/C2C=CC=CC=2)=O)=CC=1.[Pd].[Pd]. The yield is 0.740. The product is [CH2:1]([O:3][C:4]([C:6]1[N:14]([CH3:15])[C:13]2[C:12]([Cl:16])=[CH:11][N:10]=[CH:9][C:8]=2[C:7]=1[NH:17][C:20]1[CH:21]=[CH:22][C:23]([Si:25]([CH3:27])([CH3:26])[CH3:28])=[CH:24][C:19]=1[F:18])=[O:5])[CH3:2]. The reactants are [CH2:1]([O:3][C:4]([C:6]1[N:14]([CH3:15])[C:13]2[C:12]([Cl:16])=[CH:11][N:10]=[CH:9][C:8]=2[C:7]=1[NH2:17])=[O:5])[CH3:2].[F:18][C:19]1[CH:24]=[C:23]([Si:25]([CH3:28])([CH3:27])[CH3:26])[CH:22]=[CH:21][C:20]=1OS(C(F)(F)F)(=O)=O.CC1(C)C2C(=C(P(C3C=CC=CC=3)C3C=CC=CC=3)C=CC=2)OC2C(P(C3C=CC=CC=3)C3C=CC=CC=3)=CC=CC1=2.C([O-])([O-])=O.[Cs+].[Cs+]. (2) The reactants are C(OC(=O)COC1C=CC(Cl)=CC=1C#C)(C)(C)C.[C:19]([O:23][C:24](=[O:41])[CH2:25][O:26][C:27]1[CH:32]=[CH:31][C:30]([C:33]#[N:34])=[CH:29][C:28]=1[C:35]#[C:36][Si](C)(C)C)([CH3:22])([CH3:21])[CH3:20]. No catalyst specified. The product is [C:19]([O:23][C:24](=[O:41])[CH2:25][O:26][C:27]1[CH:32]=[CH:31][C:30]([C:33]#[N:34])=[CH:29][C:28]=1[C:35]#[CH:36])([CH3:22])([CH3:21])[CH3:20]. The yield is 0.720.